This data is from Forward reaction prediction with 1.9M reactions from USPTO patents (1976-2016). The task is: Predict the product of the given reaction. (1) Given the reactants [CH:1]1([CH2:4][O:5][C:6]2[N:11]=[C:10]([C:12]([OH:14])=O)[CH:9]=[CH:8][C:7]=2[N:15]2[CH2:18][C:17]([F:20])([F:19])[CH2:16]2)[CH2:3][CH2:2]1.Cl.[CH3:22][C:23]1([OH:29])[CH2:28][CH2:27][NH:26][CH2:25][CH2:24]1.CN(C(ON1N=NC2C=CC=CC1=2)=[N+](C)C)C.[B-](F)(F)(F)F.CCN(C(C)C)C(C)C, predict the reaction product. The product is: [CH:1]1([CH2:4][O:5][C:6]2[N:11]=[C:10]([C:12]([N:26]3[CH2:27][CH2:28][C:23]([OH:29])([CH3:22])[CH2:24][CH2:25]3)=[O:14])[CH:9]=[CH:8][C:7]=2[N:15]2[CH2:18][C:17]([F:20])([F:19])[CH2:16]2)[CH2:2][CH2:3]1. (2) Given the reactants I[C:2]1[C:10]2[C:5](=[N:6][CH:7]=[N:8][C:9]=2[NH2:11])[N:4]([CH:12]([C:14]2[CH:15]=[C:16]3[N:21]([C:22]=2[C:23]2[CH:28]=[CH:27][CH:26]=[CH:25][N:24]=2)[CH:20]=[CH:19][CH:18]=[CH:17]3)[CH3:13])[N:3]=1.[C:29]([NH:32][C:33]1[CH:34]=[C:35](B(O)O)[CH:36]=[CH:37][CH:38]=1)(=[O:31])[CH3:30].CCO.C([O-])([O-])=O.[Na+].[Na+], predict the reaction product. The product is: [NH2:11][C:9]1[N:8]=[CH:7][N:6]=[C:5]2[N:4]([CH:12]([C:14]3[CH:15]=[C:16]4[N:21]([C:22]=3[C:23]3[CH:28]=[CH:27][CH:26]=[CH:25][N:24]=3)[CH:20]=[CH:19][CH:18]=[CH:17]4)[CH3:13])[N:3]=[C:2]([C:37]3[CH:38]=[C:33]([NH:32][C:29](=[O:31])[CH3:30])[CH:34]=[CH:35][CH:36]=3)[C:10]=12. (3) The product is: [CH2:1]([O:8][C:9]1[CH:14]=[C:13]2[C:12](=[CH:11][C:10]=1[O:39][CH3:40])[CH:17](/[CH:16]=[CH:15]/[C:13]1[CH:14]=[C:9]([O:8][CH2:1][C:2]3[CH:3]=[CH:4][CH:5]=[CH:6][CH:7]=3)[C:10]([O:39][CH3:40])=[CH:11][C:12]=1[Cl:38])[NH:50][CH2:48][CH2:49]2)[C:2]1[CH:3]=[CH:4][CH:5]=[CH:6][CH:7]=1. Given the reactants [CH2:1]([O:8][C:9]1[C:10]([O:39][CH3:40])=[CH:11][C:12]([Cl:38])=[C:13](/[CH:15]=[CH:16]/[C:17](NCCC2C=CC(OC)=C(OCC3C=CC=CC=3)C=2)=O)[CH:14]=1)[C:2]1[CH:7]=[CH:6][CH:5]=[CH:4][CH:3]=1.O=P(Cl)(Cl)Cl.[BH4-].[Na+].[C:48](#[N:50])[CH3:49], predict the reaction product. (4) The product is: [Cl:8][C:5]1[CH:6]=[CH:7][C:2]([CH2:24][C:23](=[O:25])[CH2:22][CH:21]([CH3:26])[CH3:20])=[CH:3][C:4]=1[O:9][CH2:10][CH2:11][O:12][CH3:13]. Given the reactants Br[C:2]1[CH:7]=[CH:6][C:5]([Cl:8])=[C:4]([O:9][CH2:10][CH2:11][O:12][CH3:13])[CH:3]=1.C(O[Na])(C)(C)C.[CH3:20][CH:21]([CH3:26])[CH2:22][C:23](=[O:25])[CH3:24], predict the reaction product. (5) Given the reactants [CH:1]1([CH2:4][S:5][CH2:6][CH2:7][N:8]2[C:13](=[O:14])[C:12]([C:15]([OH:17])=O)=[N:11][N:10]([CH3:18])[C:9]2=[O:19])[CH2:3][CH2:2]1.C(Cl)(=O)C(Cl)=O.[C:26]1(=[O:33])[CH2:31][CH2:30][CH2:29][C:28](=[O:32])[CH2:27]1.C(N(CC)CC)C.CC(C)(O)C#N, predict the reaction product. The product is: [CH:1]1([CH2:4][S:5][CH2:6][CH2:7][N:8]2[C:13](=[O:14])[C:12]([C:15]([C:27]3[C:28](=[O:32])[CH2:29][CH2:30][CH2:31][C:26]=3[OH:33])=[O:17])=[N:11][N:10]([CH3:18])[C:9]2=[O:19])[CH2:2][CH2:3]1. (6) Given the reactants [CH3:1][CH:2]([CH3:36])[CH:3]([NH:8][C:9]([C:11]1[S:12][C:13]([C:16]2[CH:21]=[CH:20][C:19]([NH:22][C:23]([NH:25][C:26]3[CH:31]=[CH:30][CH:29]=[C:28]([C:32]([F:35])([F:34])[F:33])[CH:27]=3)=[O:24])=[CH:18][CH:17]=2)=[CH:14][N:15]=1)=[O:10])[C:4]([O:6]C)=[O:5].O.[OH-].[Li+].Cl, predict the reaction product. The product is: [CH3:1][CH:2]([CH3:36])[CH:3]([NH:8][C:9]([C:11]1[S:12][C:13]([C:16]2[CH:17]=[CH:18][C:19]([NH:22][C:23]([NH:25][C:26]3[CH:31]=[CH:30][CH:29]=[C:28]([C:32]([F:34])([F:33])[F:35])[CH:27]=3)=[O:24])=[CH:20][CH:21]=2)=[CH:14][N:15]=1)=[O:10])[C:4]([OH:6])=[O:5]. (7) Given the reactants [CH2:1]([O:3][C:4]([C:6]1[CH:15]=[CH:14][C:13]2[C:8](=[C:9]([C:17]3[C:26]4[C:21](=[CH:22][CH:23]=[CH:24][CH:25]=4)[CH:20]=[CH:19][CH:18]=3)[CH:10]=[C:11](I)[CH:12]=2)[N:7]=1)=[O:5])[CH3:2].[C:27]([N:34]1[CH:38]=[CH:37][CH:36]=[C:35]1B(O)O)([O:29][C:30]([CH3:33])([CH3:32])[CH3:31])=[O:28].C(Cl)Cl.CCOC(C)=O.CCCCCC, predict the reaction product. The product is: [CH2:1]([O:3][C:4]([C:6]1[CH:15]=[CH:14][C:13]2[C:8](=[C:9]([C:17]3[C:26]4[C:21](=[CH:22][CH:23]=[CH:24][CH:25]=4)[CH:20]=[CH:19][CH:18]=3)[CH:10]=[C:11]([C:35]3[N:34]([C:27]([O:29][C:30]([CH3:33])([CH3:32])[CH3:31])=[O:28])[CH:38]=[CH:37][CH:36]=3)[CH:12]=2)[N:7]=1)=[O:5])[CH3:2]. (8) Given the reactants [CH:1]([C:3]1[NH:7][C:6]([C:8]([O:10][CH2:11][CH3:12])=[O:9])=[C:5]([CH3:13])[CH:4]=1)=[O:2].CC(CC)=C.O.P([O-])(O)(O)=[O:21].[Na+].Cl([O-])=O.[Na+].Cl, predict the reaction product. The product is: [CH2:11]([O:10][C:8]([C:6]1[NH:7][C:3]([C:1]([OH:21])=[O:2])=[CH:4][C:5]=1[CH3:13])=[O:9])[CH3:12].